Dataset: Forward reaction prediction with 1.9M reactions from USPTO patents (1976-2016). Task: Predict the product of the given reaction. (1) The product is: [C:20]([O:24][C:25]([N:27]1[CH2:28][CH2:29][C:30]2([CH2:31][C:32]([CH2:19][C:13]3[C:12]([Br:11])=[CH:17][N:16]=[C:15]([Cl:18])[CH:14]=3)([OH:34])[CH2:33]2)[CH2:35][CH2:36]1)=[O:26])([CH3:23])([CH3:21])[CH3:22]. Given the reactants C[Si]([N-][Si](C)(C)C)(C)C.[Li+].[Br:11][C:12]1[C:13]([CH3:19])=[CH:14][C:15]([Cl:18])=[N:16][CH:17]=1.[C:20]([O:24][C:25]([N:27]1[CH2:36][CH2:35][C:30]2([CH2:33][C:32](=[O:34])[CH2:31]2)[CH2:29][CH2:28]1)=[O:26])([CH3:23])([CH3:22])[CH3:21], predict the reaction product. (2) Given the reactants [Br:1][C:2]1[Se:3][C:4]([Br:13])=[C:5]2[C:9]=1[CH:8]=[C:7]([C:10]([OH:12])=[O:11])[S:6]2.[CH2:14]([CH:16]([CH2:19][CH2:20][CH2:21][CH3:22])CO)[CH3:15].[CH2:23]1CCC(N=C=NC2CCCCC2)CC1, predict the reaction product. The product is: [Br:1][C:2]1[Se:3][C:4]([Br:13])=[C:5]2[C:9]=1[CH:8]=[C:7]([C:10]([O:12][CH:16]([CH2:14][CH3:15])[CH2:19][CH2:20][CH2:21][CH2:22][CH3:23])=[O:11])[S:6]2.